Task: Regression. Given a peptide amino acid sequence and an MHC pseudo amino acid sequence, predict their binding affinity value. This is MHC class I binding data.. Dataset: Peptide-MHC class I binding affinity with 185,985 pairs from IEDB/IMGT (1) The peptide sequence is MLQGKKASVY. The MHC is HLA-A02:06 with pseudo-sequence HLA-A02:06. The binding affinity (normalized) is 0. (2) The peptide sequence is EPVDPRLEPW. The MHC is HLA-A31:01 with pseudo-sequence HLA-A31:01. The binding affinity (normalized) is 0. (3) The peptide sequence is GTTLPKGFY. The MHC is HLA-A30:02 with pseudo-sequence HLA-A30:02. The binding affinity (normalized) is 0.704. (4) The peptide sequence is ESQRYIHCY. The MHC is HLA-A30:01 with pseudo-sequence HLA-A30:01. The binding affinity (normalized) is 0. (5) The peptide sequence is LLQSKNAGAV. The MHC is HLA-A02:03 with pseudo-sequence HLA-A02:03. The binding affinity (normalized) is 0.684. (6) The peptide sequence is AVLSLSAYNI. The MHC is HLA-A02:01 with pseudo-sequence HLA-A02:01. The binding affinity (normalized) is 0.350. (7) The peptide sequence is VLPATFAAV. The MHC is HLA-A02:01 with pseudo-sequence HLA-A02:01. The binding affinity (normalized) is 0.782. (8) The peptide sequence is IQPQNGQFI. The MHC is H-2-Kb with pseudo-sequence H-2-Kb. The binding affinity (normalized) is 0.0352.